This data is from Full USPTO retrosynthesis dataset with 1.9M reactions from patents (1976-2016). The task is: Predict the reactants needed to synthesize the given product. (1) Given the product [OH:1][C:2]1[CH:3]=[C:4]([O:12][C@@H:13]([C@H:15]2[CH2:19][NH:18][C:17](=[O:29])[CH2:16]2)[CH3:14])[C:5]2[S:9][C:8]([CH3:10])=[N:7][C:6]=2[CH:11]=1, predict the reactants needed to synthesize it. The reactants are: [OH:1][C:2]1[CH:3]=[C:4]([O:12][C@@H:13]([C@H:15]2[CH2:19][N:18]([C@@H](C3C=CC(O)=CC=3)C)[C:17](=[O:29])[CH2:16]2)[CH3:14])[C:5]2[S:9][C:8]([CH3:10])=[N:7][C:6]=2[CH:11]=1.C(O)(C(F)(F)F)=O. (2) The reactants are: [OH:1][CH2:2][C@H:3]1[NH:8][CH2:7][CH2:6][N:5]([C:9]([O:11][C:12]([CH3:15])([CH3:14])[CH3:13])=[O:10])[CH2:4]1.C(N(CC)CC)C.[F:23][C:24]([F:35])([F:34])[C:25](O[C:25](=[O:26])[C:24]([F:35])([F:34])[F:23])=[O:26]. Given the product [OH:1][CH2:2][C@H:3]1[N:8]([C:25](=[O:26])[C:24]([F:35])([F:34])[F:23])[CH2:7][CH2:6][N:5]([C:9]([O:11][C:12]([CH3:15])([CH3:14])[CH3:13])=[O:10])[CH2:4]1, predict the reactants needed to synthesize it. (3) Given the product [CH3:1][O:2][C:3]1[CH:8]=[CH:7][C:6]([C:9]2[C:13]([CH3:14])=[N:12][NH:11][C:10]=2[C:23]2[CH:28]=[C:27]([CH3:29])[N:26]=[C:25]([NH2:30])[N:24]=2)=[CH:5][CH:4]=1, predict the reactants needed to synthesize it. The reactants are: [CH3:1][O:2][C:3]1[CH:8]=[CH:7][C:6]([C:9]2[C:13]([CH3:14])=[N:12][N:11](COCC[Si](C)(C)C)[C:10]=2[C:23]2[CH:28]=[C:27]([CH3:29])[N:26]=[C:25]([NH2:30])[N:24]=2)=[CH:5][CH:4]=1.B(Cl)(Cl)Cl.COC.C([O-])(O)=O.[Na+]. (4) The reactants are: [CH2:1]([NH:3][C:4]1[S:5][C@H:6]2[O:12][C@H:11]([CH2:13]O)[C@@H:10]([OH:15])[C@H:9]([OH:16])[C@H:7]2[N:8]=1)[CH3:2].[Cl:17]N1C(=O)CCC1=O.C1(P(C2C=CC=CC=2)C2C=CC=CC=2)C=CC=CC=1. Given the product [Cl:17][CH2:13][C@H:11]1[O:12][C@H:6]2[C@H:7]([N:8]=[C:4]([NH:3][CH2:1][CH3:2])[S:5]2)[C@@H:9]([OH:16])[C@@H:10]1[OH:15], predict the reactants needed to synthesize it. (5) Given the product [Cl:7][C:8]1[CH:9]=[CH:10][C:11]([S:14]([NH:17][C@@H:18]([CH:22]2[CH2:27][CH2:26][CH2:25][CH2:24][CH2:23]2)[CH2:19][OH:20])(=[O:15])=[O:16])=[CH:12][CH:13]=1, predict the reactants needed to synthesize it. The reactants are: [H-].[H-].[H-].[H-].[Li+].[Al+3].[Cl:7][C:8]1[CH:13]=[CH:12][C:11]([S:14]([NH:17][C@@H:18]([CH:22]2[CH2:27][CH2:26][CH2:25][CH2:24][CH2:23]2)[C:19](O)=[O:20])(=[O:16])=[O:15])=[CH:10][CH:9]=1. (6) Given the product [CH:1]([N:4]1[C:9](=[O:10])[CH:8]=[CH:7][C:6]([C:11]2[C:16]([C:17]3[CH:22]=[CH:21][CH:20]=[CH:19][CH:18]=3)=[N:15][C:14]([O:23][CH2:24][C:25]3[NH:27][N:32]=[CH:34][N:39]=3)=[CH:13][CH:12]=2)=[N:5]1)([CH3:3])[CH3:2], predict the reactants needed to synthesize it. The reactants are: [CH:1]([N:4]1[C:9](=[O:10])[CH:8]=[CH:7][C:6]([C:11]2[CH:12]=[CH:13][C:14]([O:23][CH2:24][C:25]([NH2:27])=O)=[N:15][C:16]=2[C:17]2[CH:22]=[CH:21][CH:20]=[CH:19][CH:18]=2)=[N:5]1)([CH3:3])[CH3:2].COOC(OOC)[N:32]([CH3:34])C.O.[NH2:39]N.C([O-])(O)=O.[Na+]. (7) The reactants are: C([N:3]1[CH:7]=[CH:6][N:5]=[C:4]1[CH2:8][OH:9])C.[H-].[Na+].[H][H].[N+:14]([C:17]1[CH:18]=[C:19]([CH:22]=[CH:23][CH:24]=1)[CH2:20]Br)([O-])=O.[CH3:25]N(C=O)C. Given the product [CH3:25][CH:20]([O:9][CH2:8][C:4]1[NH:3][CH:7]=[CH:6][N:5]=1)[C:19]1[CH:18]=[C:17]([NH2:14])[CH:24]=[CH:23][CH:22]=1, predict the reactants needed to synthesize it. (8) Given the product [NH2:8][CH:9]([CH2:10][C:11]1[CH:12]=[CH:13][C:14]([O:17][C:42](=[O:43])[CH2:41][O:40][C:39]2[CH:45]=[C:46]([CH3:47])[C:36]([CH2:35][C:34]3[CH:49]=[CH:50][C:31]([OH:30])=[C:32]([CH:51]([CH3:52])[CH3:53])[CH:33]=3)=[C:37]([CH3:48])[CH:38]=2)=[CH:15][CH:16]=1)[C:18]([OH:20])=[O:19], predict the reactants needed to synthesize it. The reactants are: CC(OC([NH:8][C@H:9]([C:18]([OH:20])=[O:19])[CH2:10][C:11]1[CH:16]=[CH:15][C:14]([OH:17])=[CH:13][CH:12]=1)=O)(C)C.[OH-].[Na+].C([O:30][C:31]1[CH:50]=[CH:49][C:34]([CH2:35][C:36]2[C:46]([CH3:47])=[CH:45][C:39]([O:40][CH2:41][C:42](O)=[O:43])=[CH:38][C:37]=2[CH3:48])=[CH:33][C:32]=1[CH:51]([CH3:53])[CH3:52])C1C=CC=CC=1.Cl.C([SiH](CC)CC)C.